The task is: Predict the reaction yield, written as a fraction of the theoretical maximum amount of product (1.0 means a 100% yield; for example, 0.34 means a 34% yield).. This data is from Reaction yield outcomes from USPTO patents with 853,638 reactions. (1) The reactants are [CH3:1][O:2][C:3]([C@H:5]1[CH2:10][NH:9][CH2:8][CH2:7][N:6]1[C:11]([O:13][C:14]([CH3:17])([CH3:16])[CH3:15])=[O:12])=[O:4].Br[C:19]1[CH:24]=[CH:23][C:22]([C:25]([F:28])([F:27])[F:26])=[CH:21][N:20]=1.[Cl-].C(C1C=CC=C(C(C)C)C=1[N+]1C=CN(C2C(C(C)C)=CC=CC=2C(C)C)C=1)(C)C.CC(C)([O-])C.[Na+]. The catalyst is C1(C)C=CC=CC=1. The product is [CH3:1][O:2][C:3]([C@H:5]1[CH2:10][N:9]([C:19]2[CH:24]=[CH:23][C:22]([C:25]([F:28])([F:27])[F:26])=[CH:21][N:20]=2)[CH2:8][CH2:7][N:6]1[C:11]([O:13][C:14]([CH3:17])([CH3:16])[CH3:15])=[O:12])=[O:4]. The yield is 0.580. (2) The reactants are [CH2:1]([O:8][C:9]([N:11]1[CH2:25][CH2:24][C:14]2([O:18][C:17](=[O:19])[NH:16][CH:15]2[CH2:20][CH2:21][CH2:22][CH3:23])[CH2:13][CH2:12]1)=[O:10])[C:2]1[CH:7]=[CH:6][CH:5]=[CH:4][CH:3]=1.[H-].[Na+].[CH:28]1([CH2:34]Br)[CH2:33][CH2:32][CH2:31][CH2:30][CH2:29]1. The catalyst is CN(C=O)C.CCOC(C)=O. The product is [CH2:1]([O:8][C:9]([N:11]1[CH2:12][CH2:13][C:14]2([O:18][C:17](=[O:19])[N:16]([CH2:34][CH:28]3[CH2:33][CH2:32][CH2:31][CH2:30][CH2:29]3)[CH:15]2[CH2:20][CH2:21][CH2:22][CH3:23])[CH2:24][CH2:25]1)=[O:10])[C:2]1[CH:3]=[CH:4][CH:5]=[CH:6][CH:7]=1. The yield is 0.650. (3) The reactants are [Si:1]([O:18][CH2:19][C:20]1[CH:21]=[C:22]2[C:26](=[CH:27][C:28]=1[S:29]([CH3:32])(=[O:31])=[O:30])[N:25]([S:33]([CH3:36])(=[O:35])=[O:34])[C:24]([CH:37]([OH:41])[CH:38]([CH3:40])[CH3:39])=[CH:23]2)([C:14]([CH3:17])([CH3:16])[CH3:15])([C:8]1[CH:13]=[CH:12][CH:11]=[CH:10][CH:9]=1)[C:2]1[CH:7]=[CH:6][CH:5]=[CH:4][CH:3]=1.CC(OI1(OC(C)=O)(OC(C)=O)OC(=O)C2C=CC=CC1=2)=O. The catalyst is C(Cl)Cl. The product is [Si:1]([O:18][CH2:19][C:20]1[CH:21]=[C:22]2[C:26](=[CH:27][C:28]=1[S:29]([CH3:32])(=[O:31])=[O:30])[N:25]([S:33]([CH3:36])(=[O:34])=[O:35])[C:24]([C:37](=[O:41])[CH:38]([CH3:39])[CH3:40])=[CH:23]2)([C:14]([CH3:15])([CH3:16])[CH3:17])([C:8]1[CH:9]=[CH:10][CH:11]=[CH:12][CH:13]=1)[C:2]1[CH:7]=[CH:6][CH:5]=[CH:4][CH:3]=1. The yield is 0.860. (4) The reactants are [CH3:1][C:2]1[C:8](=[O:9])[NH:7][C:5](=[O:6])[N:4]([C@@H:10]2[O:14][C@H:13]([CH2:15][OH:16])[C@@H:12]([N:17]=[N+:18]=[N-:19])[CH2:11]2)[CH:3]=1.[C:20](Cl)(=[O:25])[CH2:21][C:22](Cl)=[O:23].[OH2:27]. The catalyst is C(#N)C. The product is [CH3:1][C:2]1[C:8](=[O:9])[NH:7][C:5](=[O:6])[N:4]([C@@H:10]2[O:14][C@H:13]([CH2:15][OH:16])[C@@H:12]([N:17]=[N+:18]=[N-:19])[CH2:11]2)[CH:3]=1.[C:20]([OH:25])(=[O:6])[CH2:21][C:22]([OH:23])=[O:27]. The yield is 0.680. (5) The reactants are [C:1]([N:8]1[CH2:13][CH2:12][CH:11]([O:14][C:15]2[CH:20]=[CH:19][CH:18]=[CH:17][C:16]=2[N:21]2[CH2:26][CH2:25][NH:24][CH2:23][CH2:22]2)[CH2:10][CH2:9]1)([O:3][C:4]([CH3:7])([CH3:6])[CH3:5])=[O:2].CCN([CH2:32][CH3:33])CC. The catalyst is C(Cl)Cl.CN(C1C=CN=CC=1)C. The product is [C:1]([N:24]1[CH2:23][CH2:22][N:21]([C:16]2[CH:17]=[CH:18][CH:19]=[CH:20][C:15]=2[O:14][CH:11]2[CH2:10][CH2:9][N:8]([C:1]([O:3][C:4]([CH3:7])([CH3:6])[CH3:5])=[O:2])[CH2:13][CH2:12]2)[CH2:26][CH2:25]1)([O:3][CH2:4][C:33]1[CH:32]=[CH:12][CH:11]=[CH:10][CH:9]=1)=[O:2]. The yield is 1.00. (6) The reactants are [Si:1]([O:8][C@@H:9]1[C@H:13]([CH2:14][CH3:15])[NH:12][C:11](=[O:16])[CH2:10]1)([C:4]([CH3:7])([CH3:6])[CH3:5])([CH3:3])[CH3:2].I[C:18]1[CH:25]=[CH:24][C:21]([C:22]#[N:23])=[C:20]([C:26]([F:29])([F:28])[F:27])[CH:19]=1.C(=O)([O-])[O-].[Cs+].[Cs+].C1(P(C2C=CC=CC=2)C2C3OC4C(=CC=CC=4P(C4C=CC=CC=4)C4C=CC=CC=4)C(C)(C)C=3C=CC=2)C=CC=CC=1. The catalyst is C1(C)C=CC=CC=1.C1C=CC(/C=C/C(/C=C/C2C=CC=CC=2)=O)=CC=1.C1C=CC(/C=C/C(/C=C/C2C=CC=CC=2)=O)=CC=1.C1C=CC(/C=C/C(/C=C/C2C=CC=CC=2)=O)=CC=1.[Pd].[Pd].C(OCC)(=O)C.O. The product is [Si:1]([O:8][C@H:9]1[CH2:10][C:11](=[O:16])[N:12]([C:18]2[CH:25]=[CH:24][C:21]([C:22]#[N:23])=[C:20]([C:26]([F:27])([F:29])[F:28])[CH:19]=2)[C@H:13]1[CH2:14][CH3:15])([C:4]([CH3:7])([CH3:6])[CH3:5])([CH3:3])[CH3:2]. The yield is 0.760. (7) The reactants are [Cl:1][C:2]1[C:7]([C:8]([NH2:10])=[O:9])=[C:6]([OH:11])[C:5]([NH:12][C:13]2[C:16](=[O:17])[C:15](=[O:18])[C:14]=2Cl)=[CH:4][CH:3]=1.[Cl:20][C:21]1[CH:27]=[CH:26][CH:25]=[CH:24][C:22]=1[NH2:23]. The catalyst is CS(C)=O. The product is [Cl:1][C:2]1[C:7]([C:8]([NH2:10])=[O:9])=[C:6]([OH:11])[C:5]([NH:12][C:13]2[C:16](=[O:17])[C:15](=[O:18])[C:14]=2[NH:23][C:22]2[CH:24]=[CH:25][CH:26]=[CH:27][C:21]=2[Cl:20])=[CH:4][CH:3]=1. The yield is 0.880. (8) The reactants are Cl[CH2:2][C:3]1[CH:8]=[C:7]([F:9])[CH:6]=[C:5]([O:10][CH2:11][C:12]2[CH:17]=[CH:16][CH:15]=[CH:14][CH:13]=2)[C:4]=1[O:18][CH3:19].[C-:20]#[N:21].[K+].O. The catalyst is CN(C=O)C.[Cl-].[Na+].O. The product is [F:9][C:7]1[CH:6]=[C:5]([O:10][CH2:11][C:12]2[CH:17]=[CH:16][CH:15]=[CH:14][CH:13]=2)[C:4]([O:18][CH3:19])=[C:3]([CH2:2][C:20]#[N:21])[CH:8]=1. The yield is 0.800. (9) The reactants are C(NC(C)C)(C)C.C([Li])CCC.[CH3:13][O:14][C:15](=[O:27])[CH2:16][C:17]1[CH:22]=[CH:21][C:20]([Cl:23])=[C:19]([N+:24]([O-:26])=[O:25])[CH:18]=1.I[CH2:29][CH:30]1[CH2:34][CH2:33][CH2:32][CH2:31]1. The catalyst is O1CCCC1.CN1CCCN(C)C1=O. The product is [CH3:13][O:14][C:15](=[O:27])[CH:16]([C:17]1[CH:22]=[CH:21][C:20]([Cl:23])=[C:19]([N+:24]([O-:26])=[O:25])[CH:18]=1)[CH2:29][CH:30]1[CH2:34][CH2:33][CH2:32][CH2:31]1. The yield is 0.320. (10) The reactants are [S:1]1[CH:5]=[CH:4][C:3]2[CH:6]=[C:7]([C:10]3[N:15]4[N:16]=[C:17]([C:19]([CH3:22])([CH3:21])[CH3:20])[CH:18]=[C:14]4[N:13]=[C:12]([CH3:23])[C:11]=3[CH:24]([CH2:29][CH2:30][CH3:31])[C:25]([O:27]C)=[O:26])[CH:8]=[CH:9][C:2]1=2.[OH-].[Na+]. The catalyst is CO.O. The product is [S:1]1[CH:5]=[CH:4][C:3]2[CH:6]=[C:7]([C:10]3[N:15]4[N:16]=[C:17]([C:19]([CH3:20])([CH3:21])[CH3:22])[CH:18]=[C:14]4[N:13]=[C:12]([CH3:23])[C:11]=3[CH:24]([CH2:29][CH2:30][CH3:31])[C:25]([OH:27])=[O:26])[CH:8]=[CH:9][C:2]1=2. The yield is 0.790.